This data is from Reaction yield outcomes from USPTO patents with 853,638 reactions. The task is: Predict the reaction yield, written as a fraction of the theoretical maximum amount of product (1.0 means a 100% yield; for example, 0.34 means a 34% yield). (1) The reactants are [CH3:1][C:2]1[O:6][C:5]([C:7]([O:9]C)=[O:8])=[CH:4][C:3]=1[C:11]1[N:15]([CH3:16])[N:14]=[CH:13][CH:12]=1.C1C(=O)N([Br:24])C(=O)C1.[OH-].[Na+]. The catalyst is O1CCCC1. The product is [Br:24][C:12]1[CH:13]=[N:14][N:15]([CH3:16])[C:11]=1[C:3]1[CH:4]=[C:5]([C:7]([OH:9])=[O:8])[O:6][C:2]=1[CH3:1]. The yield is 0.480. (2) The catalyst is CCOC(C)=O. The reactants are Cl[C:2]1[N:7]=[CH:6][N:5]=[C:4]([NH:8][CH:9]2[CH2:13][CH2:12][N:11](C(OC(C)(C)C)=O)[CH2:10]2)[CH:3]=1.[Cl:21][C:22]1[CH:23]=[C:24]([CH:26]=[CH:27][C:28]=1[F:29])[NH2:25]. The product is [Cl:21][C:22]1[CH:23]=[C:24]([NH:25][C:2]2[CH:3]=[C:4]([NH:8][CH:9]3[CH2:13][CH2:12][NH:11][CH2:10]3)[N:5]=[CH:6][N:7]=2)[CH:26]=[CH:27][C:28]=1[F:29]. The yield is 0.800. (3) The product is [C:15]([O:14][C:12]([N:11]([CH3:19])[N:10]1[C:4]2[C:5](=[CH:25][C:26]([I:30])=[CH:27][C:28]=2[F:29])[C:6](=[O:7])[C:8]([C:20]([O:22][CH2:23][CH3:24])=[O:21])=[CH:9]1)=[O:13])([CH3:18])([CH3:17])[CH3:16]. The yield is 0.900. The catalyst is CN(C)C=O.[Cl-].[Na+].O. The reactants are [H-].[Na+].F[C:4]1[C:28]([F:29])=[CH:27][C:26]([I:30])=[CH:25][C:5]=1[C:6]([C:8]([C:20]([O:22][CH2:23][CH3:24])=[O:21])=[CH:9][NH:10][N:11]([CH3:19])[C:12]([O:14][C:15]([CH3:18])([CH3:17])[CH3:16])=[O:13])=[O:7]. (4) The reactants are C([O:3][C:4](=[O:37])[C:5]([NH:7][C:8]1[CH:34]=[C:33]([CH3:35])[C:11]([O:12][C:13]2[CH:14]=[C:15]3[C:19](=[CH:20][CH:21]=2)[N:18](C(=O)C(OCC)=O)[N:17]=[C:16]3[CH2:29][CH:30]([CH3:32])[CH3:31])=[C:10]([CH3:36])[CH:9]=1)=[O:6])C.[O-]CC.[Na+]. The catalyst is C(O)C. The product is [CH3:36][C:10]1[CH:9]=[C:8]([NH:7][C:5](=[O:6])[C:4]([OH:37])=[O:3])[CH:34]=[C:33]([CH3:35])[C:11]=1[O:12][C:13]1[CH:14]=[C:15]2[C:19](=[CH:20][CH:21]=1)[NH:18][N:17]=[C:16]2[CH2:29][CH:30]([CH3:32])[CH3:31]. The yield is 0.310. (5) The reactants are [CH3:1][C:2]1[CH:3]=[C:4]([C:8]([C:10]2[CH:11]=[N:12][CH:13]=[CH:14][CH:15]=2)=O)[O:5][C:6]=1[CH3:7].[NH3:16]. The catalyst is CO. The product is [CH3:1][C:2]1[CH:3]=[C:4]([OH:5])[C:8]([C:10]2[CH:11]=[N:12][CH:13]=[CH:14][CH:15]=2)=[N:16][C:6]=1[CH3:7]. The yield is 0.630. (6) The reactants are [Br:1][C:2]1[CH:3]=[C:4]([OH:9])[CH:5]=[C:6]([I:8])[CH:7]=1.C(=O)([O-])[O-].[K+].[K+].[CH3:16][O:17][C:18]1[CH:25]=[CH:24][C:21]([CH2:22]Cl)=[CH:20][CH:19]=1. The catalyst is CN(C=O)C.C(OC)(C)(C)C.O.COC1C=CC(CCl)=CC=1. The product is [Br:1][C:2]1[CH:3]=[C:4]([O:9][CH2:22][C:21]2[CH:24]=[CH:25][C:18]([O:17][CH3:16])=[CH:19][CH:20]=2)[CH:5]=[C:6]([I:8])[CH:7]=1. The yield is 0.590. (7) The reactants are [N+:1]([C:4]1[CH:11]=[CH:10][CH:9]=[C:8]([O:12][C:13]2[CH:18]=[CH:17][CH:16]=[CH:15][CH:14]=2)[C:5]=1[C:6]#[N:7])([O-])=O.Cl. The catalyst is CO.[Fe]. The product is [NH2:1][C:4]1[CH:11]=[CH:10][CH:9]=[C:8]([O:12][C:13]2[CH:18]=[CH:17][CH:16]=[CH:15][CH:14]=2)[C:5]=1[C:6]#[N:7]. The yield is 0.226. (8) The reactants are C[O:2][C:3]([C:5]1[C:13]([NH:14][C:15]2[CH:20]=[CH:19][C:18]([Br:21])=[CH:17][C:16]=2[Cl:22])=[C:12]([F:23])[C:8]2[N:9]=[CH:10][NH:11][C:7]=2[CH:6]=1)=[O:4].[OH-].[Na+]. The catalyst is CCO.C(OCC)(=O)C.O.Cl. The product is [Br:21][C:18]1[CH:19]=[CH:20][C:15]([NH:14][C:13]2[C:5]([C:3]([OH:4])=[O:2])=[CH:6][C:7]3[NH:11][CH:10]=[N:9][C:8]=3[C:12]=2[F:23])=[C:16]([Cl:22])[CH:17]=1. The yield is 0.390. (9) The reactants are [CH3:1][CH:2]([C:7](=[O:10])[CH2:8][CH3:9])[C:3]([O:5][CH3:6])=[O:4].C(Cl)(Cl)Cl.[Br:15]Br. No catalyst specified. The product is [Br:15][CH:8]([CH3:9])[C:7](=[O:10])[CH:2]([CH3:1])[C:3]([O:5][CH3:6])=[O:4]. The yield is 0.930. (10) The reactants are Cl[C:2]1[C:7]([C:8]#[N:9])=[CH:6][CH:5]=[CH:4][N:3]=1.[F:10][C:11]([F:22])([F:21])[C:12]1[CH:17]=[CH:16][CH:15]=[CH:14][C:13]=1B(O)O. No catalyst specified. The product is [F:10][C:11]([F:22])([F:21])[C:12]1[CH:17]=[CH:16][CH:15]=[CH:14][C:13]=1[C:2]1[N:3]=[CH:4][CH:5]=[CH:6][C:7]=1[C:8]#[N:9]. The yield is 0.300.